From a dataset of Reaction yield outcomes from USPTO patents with 853,638 reactions. Predict the reaction yield, written as a fraction of the theoretical maximum amount of product (1.0 means a 100% yield; for example, 0.34 means a 34% yield). (1) The reactants are N1C2[C:4](=[CH:5][C:6]([C:10]([OH:12])=[O:11])=[CH:7][CH:8]=2)[CH:3]=C1.[H-].[Na+].I[CH3:16].[CH3:17][N:18]([CH:20]=O)[CH3:19]. No catalyst specified. The product is [CH3:16][O:12][C:10]([C:6]1[CH:5]=[C:4]2[C:19](=[CH:8][CH:7]=1)[N:18]([CH3:17])[CH:20]=[CH:3]2)=[O:11]. The yield is 0.930. (2) The reactants are Cl[C:2]1[C:7]([N+:8]([O-:10])=[O:9])=[CH:6][CH:5]=[C:4]([Cl:11])[C:3]=1[S:12]([NH2:15])(=[O:14])=[O:13].[H-].[Na+].[OH2:18]. The catalyst is C(OCC)(=O)C. The product is [Cl:11][C:4]1[C:3]([S:12]([NH2:15])(=[O:14])=[O:13])=[C:2]([OH:18])[C:7]([N+:8]([O-:10])=[O:9])=[CH:6][CH:5]=1. The yield is 0.770. (3) The reactants are C[O:2][C:3](=[O:20])[CH:4]([C:11]1[CH:16]=[CH:15][C:14]([O:17][CH3:18])=[C:13]([F:19])[CH:12]=1)[CH2:5][CH:6]1[CH2:10][CH2:9][CH2:8][CH2:7]1.[OH-].[Li+].Cl. The catalyst is O1CCCC1.O.CO. The product is [CH:6]1([CH2:5][CH:4]([C:11]2[CH:16]=[CH:15][C:14]([O:17][CH3:18])=[C:13]([F:19])[CH:12]=2)[C:3]([OH:20])=[O:2])[CH2:10][CH2:9][CH2:8][CH2:7]1. The yield is 0.713. (4) The product is [ClH:21].[CH2:1]([N:8]1[CH2:12][C@H:11]2[C:13]3[CH:14]=[CH:15][C:16]([O:25][CH3:24])=[C:17]([Cl:21])[C:18]=3[CH2:19][O:20][C@@:10]2([CH3:23])[CH2:9]1)[C:2]1[CH:7]=[CH:6][CH:5]=[CH:4][CH:3]=1. The yield is 0.960. The catalyst is [Cu]Br.C(OCC)(=O)C. The reactants are [CH2:1]([N:8]1[CH2:12][C@H:11]2[C:13]3[CH:14]=[CH:15][C:16](Br)=[C:17]([Cl:21])[C:18]=3[CH2:19][O:20][C@@:10]2([CH3:23])[CH2:9]1)[C:2]1[CH:7]=[CH:6][CH:5]=[CH:4][CH:3]=1.[CH3:24][O-:25].[Na+]. (5) The catalyst is C(O)(=O)C. The yield is 0.751. The reactants are [C:1]1([C:7]2([C:10]([OH:12])=[O:11])[CH2:9][CH2:8]2)[CH:6]=[CH:5][CH:4]=[CH:3][CH:2]=1.C([O-])(=O)C.[Na+].[Br:18]Br. The product is [Br:18][C:4]1[CH:5]=[CH:6][C:1]([C:7]2([C:10]([OH:12])=[O:11])[CH2:9][CH2:8]2)=[CH:2][CH:3]=1. (6) The reactants are [CH2:1]([O:8][P:9]([O-:18])[O:10][CH2:11][C:12]1[CH:17]=[CH:16][CH:15]=[CH:14][CH:13]=1)[C:2]1[CH:7]=[CH:6][CH:5]=[CH:4][CH:3]=1.[C:19]([O:23]CC)(=[O:22])[CH:20]=[CH2:21].C([O-])([O-])=O.[K+].[K+].O. The catalyst is C1COCC1. The product is [CH2:11]([O:10][P:9]([CH2:21][CH2:20][C:19]([OH:23])=[O:22])([O:8][CH2:1][C:2]1[CH:3]=[CH:4][CH:5]=[CH:6][CH:7]=1)=[O:18])[C:12]1[CH:13]=[CH:14][CH:15]=[CH:16][CH:17]=1. The yield is 0.900. (7) The reactants are [CH2:1]([N:8]([CH2:10][C:11]1[C:12]([C:43]([O:45][CH2:46][CH3:47])=[O:44])=[C:13]([N:28]([CH2:34][C:35]2[C:40]([F:41])=[CH:39][CH:38]=[CH:37][C:36]=2[F:42])[C:29]([O:31][CH2:32][CH3:33])=[O:30])[S:14][C:15]=1[C:16]1[CH:21]=[CH:20][C:19]([NH:22][C:23]([NH:25][O:26][CH3:27])=[O:24])=[CH:18][CH:17]=1)C)C1C=CC=CC=1.Cl. The catalyst is C(O)C.[C].[Pd]. The product is [F:42][C:36]1[CH:37]=[CH:38][CH:39]=[C:40]([F:41])[C:35]=1[CH2:34][N:28]([C:29]([O:31][CH2:32][CH3:33])=[O:30])[C:13]1[S:14][C:15]([C:16]2[CH:17]=[CH:18][C:19]([NH:22][C:23]([NH:25][O:26][CH3:27])=[O:24])=[CH:20][CH:21]=2)=[C:11]([CH2:10][NH:8][CH3:1])[C:12]=1[C:43]([O:45][CH2:46][CH3:47])=[O:44]. The yield is 0.770.